Dataset: Catalyst prediction with 721,799 reactions and 888 catalyst types from USPTO. Task: Predict which catalyst facilitates the given reaction. (1) Reactant: Cl.Cl.[NH:3]1[CH2:8][CH2:7][CH:6]([N:9]2[C:17]3[C:12](=[N:13][CH:14]=[CH:15][CH:16]=3)[NH:11][C:10]2=[O:18])[CH2:5][CH2:4]1.CCN(C(C)C)C(C)C.Cl[C:29]1[N:34]=[CH:33][N:32]=[C:31]([C:35]([N:37]2[C:45]3[C:40](=[CH:41][CH:42]=[CH:43][CH:44]=3)[CH:39]=[CH:38]2)=[O:36])[CH:30]=1. Product: [N:37]1([C:35]([C:31]2[N:32]=[CH:33][N:34]=[C:29]([N:3]3[CH2:4][CH2:5][CH:6]([N:9]4[C:17]5[C:12](=[N:13][CH:14]=[CH:15][CH:16]=5)[NH:11][C:10]4=[O:18])[CH2:7][CH2:8]3)[CH:30]=2)=[O:36])[C:45]2[C:40](=[CH:41][CH:42]=[CH:43][CH:44]=2)[CH:39]=[CH:38]1. The catalyst class is: 3. (2) Reactant: [NH2:1][C:2]1[C:3]([CH3:10])=[C:4]([CH:7]=[CH:8][CH:9]=1)[C:5]#[N:6].[C:11](Cl)(=[O:20])[O:12][CH2:13][C:14]1[CH:19]=[CH:18][CH:17]=[CH:16][CH:15]=1.C(=O)([O-])[O-].[K+].[K+]. Product: [C:5]([C:4]1[C:3]([CH3:10])=[C:2]([NH:1][C:11](=[O:20])[O:12][CH2:13][C:14]2[CH:19]=[CH:18][CH:17]=[CH:16][CH:15]=2)[CH:9]=[CH:8][CH:7]=1)#[N:6]. The catalyst class is: 7. (3) Reactant: Br[C:2]1[CH:7]=[CH:6][CH:5]=[C:4]([F:8])[N:3]=1.CC1(C)C(C)(C)OB([C:17]2[CH:22]=[CH:21][N:20]=[C:19]3[N:23]([S:26]([C:29]4[CH:34]=[CH:33][C:32]([CH3:35])=[CH:31][CH:30]=4)(=[O:28])=[O:27])[CH:24]=[CH:25][C:18]=23)O1.C([O-])([O-])=O.[Na+].[Na+]. Product: [F:8][C:4]1[N:3]=[C:2]([C:17]2[CH:22]=[CH:21][N:20]=[C:19]3[N:23]([S:26]([C:29]4[CH:34]=[CH:33][C:32]([CH3:35])=[CH:31][CH:30]=4)(=[O:27])=[O:28])[CH:24]=[CH:25][C:18]=23)[CH:7]=[CH:6][CH:5]=1. The catalyst class is: 853. (4) Reactant: [Cl:1][C:2]1[CH:7]=[C:6](Cl)[N:5]=[C:4]([CH2:9][N:10]2[C:18](=[O:19])[C:17]3[C:12](=[CH:13][CH:14]=[CH:15][CH:16]=3)[C:11]2=[O:20])[CH:3]=1.[CH:21]1(B(O)O)[CH2:23][CH2:22]1.C(Cl)Cl.C(=O)([O-])[O-].[K+].[K+]. Product: [Cl:1][C:2]1[CH:7]=[C:6]([CH:21]2[CH2:23][CH2:22]2)[N:5]=[C:4]([CH2:9][N:10]2[C:18](=[O:19])[C:17]3[C:12](=[CH:13][CH:14]=[CH:15][CH:16]=3)[C:11]2=[O:20])[CH:3]=1. The catalyst class is: 75. (5) Reactant: [CH2:1]([C:3]1[CH:12]=[C:11]([C:13]2[N:17]=[C:16]([C:18]3[CH:23]=[C:22]([CH3:24])[C:21]([CH2:25][CH:26]([CH3:28])[CH3:27])=[CH:20][N:19]=3)[O:15][N:14]=2)[CH:10]=[C:9]([CH3:29])[C:4]=1[O:5][CH2:6][CH2:7][OH:8])[CH3:2].C(N(CC)CC)C.[CH3:37][S:38](Cl)(=[O:40])=[O:39]. Product: [CH2:1]([C:3]1[CH:12]=[C:11]([C:13]2[N:17]=[C:16]([C:18]3[CH:23]=[C:22]([CH3:24])[C:21]([CH2:25][CH:26]([CH3:28])[CH3:27])=[CH:20][N:19]=3)[O:15][N:14]=2)[CH:10]=[C:9]([CH3:29])[C:4]=1[O:5][CH2:6][CH2:7][O:8][S:38]([CH3:37])(=[O:40])=[O:39])[CH3:2]. The catalyst class is: 2.